From a dataset of Reaction yield outcomes from USPTO patents with 853,638 reactions. Predict the reaction yield, written as a fraction of the theoretical maximum amount of product (1.0 means a 100% yield; for example, 0.34 means a 34% yield). (1) The reactants are [OH:1][C:2]1[NH:7][C:6](=[O:8])[N:5]([CH2:9][C:10]2[CH:15]=[CH:14][CH:13]=[CH:12][CH:11]=2)[C:4](=[O:16])[C:3]=1[C:17]([NH:19][CH2:20][C:21]([O:23]CC)=[O:22])=[O:18].CI.[C:28](=O)([O-])[O-].[Na+].[Na+].Cl. The catalyst is CN(C)C=O. The product is [OH:1][C:2]1[N:7]([CH3:28])[C:6](=[O:8])[N:5]([CH2:9][C:10]2[CH:15]=[CH:14][CH:13]=[CH:12][CH:11]=2)[C:4](=[O:16])[C:3]=1[C:17]([NH:19][CH2:20][C:21]([OH:23])=[O:22])=[O:18]. The yield is 0.280. (2) The reactants are [C:1](/[CH:3]=[CH:4]/[S:5]([C:8]1[CH:13]=[CH:12][C:11]([C:14]([CH3:19])([CH3:18])[C:15]([OH:17])=O)=[CH:10][CH:9]=1)(=[O:7])=[O:6])#[N:2].[C:20]1([C@H:26]([NH2:28])[CH3:27])[CH:25]=[CH:24][CH:23]=[CH:22][CH:21]=1.Cl.CN(C)CCCN=C=NCC.ON1C2C=CC=CC=2N=N1. The catalyst is C(Cl)Cl. The product is [C:1](/[CH:3]=[CH:4]/[S:5]([C:8]1[CH:9]=[CH:10][C:11]([C:14]([CH3:19])([CH3:18])[C:15]([NH:28][C@@H:26]([C:20]2[CH:25]=[CH:24][CH:23]=[CH:22][CH:21]=2)[CH3:27])=[O:17])=[CH:12][CH:13]=1)(=[O:6])=[O:7])#[N:2]. The yield is 0.670.